From a dataset of Full USPTO retrosynthesis dataset with 1.9M reactions from patents (1976-2016). Predict the reactants needed to synthesize the given product. (1) Given the product [ClH:18].[Br:1][C:2]1[CH:3]=[C:4]2[C:8](=[CH:9][CH:10]=1)[C:7]([OH:13])([C:11](=[NH:12])[O:21][CH2:19][CH3:20])[CH2:6][CH2:5]2, predict the reactants needed to synthesize it. The reactants are: [Br:1][C:2]1[CH:3]=[C:4]2[C:8](=[CH:9][CH:10]=1)[C:7]([O:13][Si](C)(C)C)([C:11]#[N:12])[CH2:6][CH2:5]2.[ClH:18].[CH2:19]([OH:21])[CH3:20]. (2) Given the product [C:1]1([P:7]([C:11]2[CH:16]=[CH:15][CH:14]=[CH:13][CH:12]=2)[CH2:8][CH2:9][N:10]=[CH:17][C:18]2[CH:23]=[CH:22][CH:21]=[CH:20][CH:19]=2)[CH:2]=[CH:3][CH:4]=[CH:5][CH:6]=1, predict the reactants needed to synthesize it. The reactants are: [C:1]1([P:7]([C:11]2[CH:16]=[CH:15][CH:14]=[CH:13][CH:12]=2)[CH2:8][CH2:9][NH2:10])[CH:6]=[CH:5][CH:4]=[CH:3][CH:2]=1.[CH:17](=O)[C:18]1[CH:23]=[CH:22][CH:21]=[CH:20][CH:19]=1. (3) Given the product [N:1]1([C:18]([C:15]2[CH:16]=[CH:17][C:12]([CH2:10][CH3:11])=[CH:13][CH:14]=2)=[CH:19][C:20]([O:22][CH2:23][CH3:24])=[O:21])[C:5]2[CH:6]=[CH:7][CH:8]=[CH:9][C:4]=2[N:3]=[CH:2]1, predict the reactants needed to synthesize it. The reactants are: [N:1]1[C:5]2[CH:6]=[CH:7][CH:8]=[CH:9][C:4]=2[NH:3][CH:2]=1.[CH2:10]([C:12]1[CH:17]=[CH:16][C:15]([C:18]#[C:19][C:20]([O:22][CH2:23][CH3:24])=[O:21])=[CH:14][CH:13]=1)[CH3:11].C(=O)([O-])[O-].[K+].[K+]. (4) Given the product [CH2:20]([O:27][C:28]1[CH:29]=[C:30]([C:34]2[CH:41]=[CH:40][CH:39]=[C:36]([CH:37]([C:1]3[O:17][C:5]([CH3:4])=[N:6][N:2]=3)[OH:38])[CH:35]=2)[CH:31]=[CH:32][CH:33]=1)[C:21]1[CH:22]=[CH:23][CH:24]=[CH:25][CH:26]=1, predict the reactants needed to synthesize it. The reactants are: [CH3:1][N:2]1[NH:6][CH:5]=[CH:4]O1.[Li]CCCC.[Mg+2].[Br-].[Br-].CC[O:17]CC.[CH2:20]([O:27][C:28]1[CH:29]=[C:30]([C:34]2[CH:35]=[C:36]([CH:39]=[CH:40][CH:41]=2)[CH:37]=[O:38])[CH:31]=[CH:32][CH:33]=1)[C:21]1[CH:26]=[CH:25][CH:24]=[CH:23][CH:22]=1. (5) Given the product [F:1][C:2]1([C:8]2[S:9][C:10]([C:13]3[CH:14]=[C:15]([NH:20][C:21]4[N:26]=[C:25]([C:27]([F:28])([F:29])[F:30])[CH:24]=[CH:23][N:22]=4)[CH:16]=[C:17]([CH3:19])[CH:18]=3)=[CH:11][N:12]=2)[CH2:3][CH2:4][S:5](=[O:32])(=[O:31])[CH2:6][CH2:7]1, predict the reactants needed to synthesize it. The reactants are: [F:1][C:2]1([C:8]2[S:9][C:10]([C:13]3[CH:14]=[C:15]([NH:20][C:21]4[N:26]=[C:25]([C:27]([F:30])([F:29])[F:28])[CH:24]=[CH:23][N:22]=4)[CH:16]=[C:17]([CH3:19])[CH:18]=3)=[CH:11][N:12]=2)[CH2:7][CH2:6][S:5][CH2:4][CH2:3]1.[OH2:31].[OH2:32].O.O.O.O.C(O[O-])(=O)C1C(=CC=CC=1)C([O-])=O.[Mg+2]. (6) Given the product [ClH:23].[F:1][C:2]1[CH:7]=[CH:6][C:5]([C:8]2[N:9]=[C:10]([CH:13]3[CH2:18][CH2:17][NH:16][CH2:15][CH2:14]3)[NH:11][CH:12]=2)=[CH:4][C:3]=1[C:19]([F:20])([F:21])[F:22], predict the reactants needed to synthesize it. The reactants are: [F:1][C:2]1[CH:7]=[CH:6][C:5]([C:8]2[N:9]=[C:10]([CH:13]3[CH2:18][CH2:17][NH:16][CH2:15][CH2:14]3)[NH:11][CH:12]=2)=[CH:4][C:3]=1[C:19]([F:22])([F:21])[F:20].[ClH:23]. (7) The reactants are: COC1C=CC(C[N:8]2[C:16]3[C:11](=[CH:12][CH:13]=[C:14]([N:17]4[CH2:22][CH2:21][N:20]5[CH2:23][CH2:24][CH2:25][CH:19]5[CH2:18]4)[CH:15]=3)[CH:10]=[N:9]2)=CC=1.C(O)(C(F)(F)F)=O.N. Given the product [CH2:18]1[N:17]([C:14]2[CH:15]=[C:16]3[C:11]([CH:10]=[N:9][NH:8]3)=[CH:12][CH:13]=2)[CH2:22][CH2:21][N:20]2[CH2:23][CH2:24][CH2:25][CH:19]12, predict the reactants needed to synthesize it. (8) The reactants are: [O:1]1[C:5]2[CH:6]=[CH:7][C:8]([C:10]3([C:13]([NH:15][C:16]4[S:17][C:18]([CH:22]([N:30]5[CH2:34][CH2:33][C@H:32]([O:35][Si](C(C)(C)C)(C)C)[CH2:31]5)[C:23]5[CH:28]=[CH:27][CH:26]=[CH:25][C:24]=5[Cl:29])=[C:19]([CH3:21])[N:20]=4)=[O:14])[CH2:12][CH2:11]3)=[CH:9][C:4]=2[O:3][CH2:2]1.CCCC[N+](CCCC)(CCCC)CCCC.[F-]. Given the product [O:1]1[C:5]2[CH:6]=[CH:7][C:8]([C:10]3([C:13]([NH:15][C:16]4[S:17][C:18]([CH:22]([C:23]5[CH:28]=[CH:27][CH:26]=[CH:25][C:24]=5[Cl:29])[N:30]5[CH2:34][CH2:33][C@H:32]([OH:35])[CH2:31]5)=[C:19]([CH3:21])[N:20]=4)=[O:14])[CH2:12][CH2:11]3)=[CH:9][C:4]=2[O:3][CH2:2]1, predict the reactants needed to synthesize it. (9) Given the product [CH2:18]([N:20]1[CH2:9][CH2:10][CH:2]([NH:1][C:2]2[CH:10]=[CH:9][C:5]([C:6]([NH2:8])=[O:7])=[C:4]([S:11][CH3:12])[CH:3]=2)[CH2:3][CH2:4]1)[C:17]1[CH:21]=[CH:22][CH:14]=[CH:15][CH:16]=1, predict the reactants needed to synthesize it. The reactants are: [NH2:1][C:2]1[CH:10]=[CH:9][C:5]([C:6]([NH2:8])=[O:7])=[C:4]([S:11][CH3:12])[CH:3]=1.N[C:14]1[CH:22]=[CH:21][C:17]([C:18]([NH2:20])=O)=[CH:16][CH:15]=1. (10) The reactants are: Cl[C:2]([O:4][CH2:5][C:6]1[CH:11]=[CH:10][CH:9]=[CH:8][CH:7]=1)=[O:3].[F:12][C:13]1([F:24])[CH2:18][CH2:17][CH:16]([CH2:19][NH:20][CH2:21][CH2:22][OH:23])[CH2:15][CH2:14]1.CCN(C(C)C)C(C)C. Given the product [CH2:5]([O:4][C:2](=[O:3])[N:20]([CH2:19][CH:16]1[CH2:15][CH2:14][C:13]([F:12])([F:24])[CH2:18][CH2:17]1)[CH2:21][CH2:22][OH:23])[C:6]1[CH:11]=[CH:10][CH:9]=[CH:8][CH:7]=1, predict the reactants needed to synthesize it.